Dataset: CYP3A4 inhibition data for predicting drug metabolism from PubChem BioAssay. Task: Regression/Classification. Given a drug SMILES string, predict its absorption, distribution, metabolism, or excretion properties. Task type varies by dataset: regression for continuous measurements (e.g., permeability, clearance, half-life) or binary classification for categorical outcomes (e.g., BBB penetration, CYP inhibition). Dataset: cyp3a4_veith. (1) The compound is N#Cc1cccc(-c2ccc3ncnc(N4CCNCC4)c3c2)c1. The result is 1 (inhibitor). (2) The compound is Cc1cccc(Nc2ccccc2C(=O)OCC(=O)NCc2ccco2)c1C. The result is 1 (inhibitor). (3) The drug is O=C(Nc1c[nH]c(=O)[nH]c1=O)Oc1ccccc1. The result is 0 (non-inhibitor). (4) The drug is Cc1ccc(C(=O)Nc2ccc(N3CCOCC3)nc2)cc1. The result is 0 (non-inhibitor). (5) The drug is O=C(Nc1cnn(Cc2ccc(Cl)cc2Cl)c1)c1cc(-c2cccs2)on1. The result is 1 (inhibitor). (6) The compound is CCNc1ncc2nc(-c3cc(F)cc(F)c3)c(=O)n(C)c2n1. The result is 0 (non-inhibitor). (7) The compound is C[C@@]12CC[C@H]3[C@@H](CC[C@]4(O)C[C@H](O)CC[C@@]34C=O)[C@]1(O)CC[C@@H]2C1=CC(=O)OC1. The result is 0 (non-inhibitor).